From a dataset of Catalyst prediction with 721,799 reactions and 888 catalyst types from USPTO. Predict which catalyst facilitates the given reaction. (1) Product: [C:1]([O:5][C:6](=[O:43])[N:7]([CH:9]([C:11](=[O:42])[NH:12][C:13]1[CH:18]=[C:17]([C:19]2[C:20]3[N:27]([CH3:28])[N:26]=[C:25]([CH3:29])[C:21]=3[N:22]=[CH:23][N:24]=2)[CH:16]=[C:15]([C:30]#[CH:31])[N:14]=1)[CH3:10])[CH3:8])([CH3:3])([CH3:2])[CH3:4]. The catalyst class is: 2. Reactant: [C:1]([O:5][C:6](=[O:43])[N:7]([CH:9]([C:11](=[O:42])[NH:12][C:13]1[CH:18]=[C:17]([C:19]2[C:20]3[N:27]([CH3:28])[N:26]=[C:25]([CH3:29])[C:21]=3[N:22]=[CH:23][N:24]=2)[CH:16]=[C:15]([C:30]#[C:31][Si](C(C)C)(C(C)C)C(C)C)[N:14]=1)[CH3:10])[CH3:8])([CH3:4])([CH3:3])[CH3:2].C1COCC1.[F-].C([N+](CCCC)(CCCC)CCCC)CCC. (2) Reactant: [O:1]=[C:2]1[CH2:7][O:6][C:5]2[CH:8]=[CH:9][C:10]([CH2:12][C:13]([O:15]C)=[O:14])=[CH:11][C:4]=2[NH:3]1.[OH-].[Na+]. Product: [O:1]=[C:2]1[CH2:7][O:6][C:5]2[CH:8]=[CH:9][C:10]([CH2:12][C:13]([OH:15])=[O:14])=[CH:11][C:4]=2[NH:3]1. The catalyst class is: 24. (3) Reactant: [CH3:1][N:2]1[CH:6]=[C:5]([NH:7][C:8]([NH:10][C:11]2[CH:16]=[CH:15][C:14]([O:17][C:18]([F:21])([F:20])[F:19])=[CH:13][CH:12]=2)=[O:9])[CH:4]=[C:3]1[C:22]([O:24]CC)=[O:23].[OH-].[Li+]. Product: [CH3:1][N:2]1[CH:6]=[C:5]([NH:7][C:8]([NH:10][C:11]2[CH:12]=[CH:13][C:14]([O:17][C:18]([F:20])([F:21])[F:19])=[CH:15][CH:16]=2)=[O:9])[CH:4]=[C:3]1[C:22]([OH:24])=[O:23]. The catalyst class is: 20. (4) Reactant: C[Si](C)(C)CC[O:5][C:6]1[N:11]=[CH:10][C:9]2[C@@H:12]3[C@@H:15]([C:16]([O:18][C:19]([CH3:22])([CH3:21])[CH3:20])=[O:17])[C@@H:13]3[CH2:14][C:8]=2[CH:7]=1.O.P(=O)(O)(O)O. Product: [OH:5][C:6]1[N:11]=[CH:10][C:9]2[C@@H:12]3[C@@H:15]([C:16]([O:18][C:19]([CH3:22])([CH3:21])[CH3:20])=[O:17])[C@@H:13]3[CH2:14][C:8]=2[CH:7]=1. The catalyst class is: 10. (5) Reactant: [CH:1]1([C:4]2([CH:24]3[CH2:26][CH2:25]3)[CH:8]3[CH2:9][N:10]([C:13]([O:15][CH2:16][C:17]4[CH:22]=[CH:21][CH:20]=[CH:19]C=4)=[O:14])[CH2:11][CH2:12][N:7]3[C:6](=[O:23])[O:5]2)[CH2:3][CH2:2]1.C(N(CC)CC)C.C(Cl)(=O)OC1C=CC=CC=1.O. The catalyst class is: 178. Product: [CH:24]1([C:4]2([CH:1]3[CH2:3][CH2:2]3)[CH:8]3[CH2:9][N:10]([C:13]([O:15][C:16]4[CH:17]=[CH:22][CH:21]=[CH:20][CH:19]=4)=[O:14])[CH2:11][CH2:12][N:7]3[C:6](=[O:23])[O:5]2)[CH2:26][CH2:25]1. (6) Reactant: [NH2:1][C@H:2]([C:4]1[N:9]([C:10]2[CH:15]=[CH:14][CH:13]=[CH:12][CH:11]=2)[C:8](=[O:16])[C:7]2=[C:17]([CH3:20])[CH:18]=[CH:19][N:6]2[N:5]=1)[CH3:3].[NH2:21][C:22]1[C:27]([C:28]([OH:30])=[O:29])=[C:26](Cl)[N:25]=[CH:24][N:23]=1.CCN(C(C)C)C(C)C.[F-].[Cs+]. Product: [NH2:21][C:22]1[C:27]([C:28]([OH:30])=[O:29])=[C:26]([NH:1][C@H:2]([C:4]2[N:9]([C:10]3[CH:15]=[CH:14][CH:13]=[CH:12][CH:11]=3)[C:8](=[O:16])[C:7]3=[C:17]([CH3:20])[CH:18]=[CH:19][N:6]3[N:5]=2)[CH3:3])[N:25]=[CH:24][N:23]=1. The catalyst class is: 8. (7) Reactant: FC(F)(F)C(O)=O.C(OC([N:15]([CH2:32][CH:33]([NH:40]S(C(C)(C)C)=O)[C:34]1[CH:39]=[CH:38][N:37]=[CH:36][CH:35]=1)[CH:16]1[CH2:21][CH2:20][N:19]([C:22]([O:24][CH2:25][C:26]2[CH:31]=[CH:30][CH:29]=[CH:28][CH:27]=2)=[O:23])[CH2:18][CH2:17]1)=O)(C)(C)C.Cl.O1CCOCC1. Product: [NH2:40][CH:33]([C:34]1[CH:39]=[CH:38][N:37]=[CH:36][CH:35]=1)[CH2:32][NH:15][CH:16]1[CH2:21][CH2:20][N:19]([C:22]([O:24][CH2:25][C:26]2[CH:31]=[CH:30][CH:29]=[CH:28][CH:27]=2)=[O:23])[CH2:18][CH2:17]1. The catalyst class is: 4. (8) Reactant: CO[C:3]([C:5]1[C:6](=[O:25])[O:7][C:8]2[C:13]([C:14]=1[OH:15])=[C:12]([O:16][CH2:17][CH2:18][CH2:19][CH:20]1[CH2:24][CH2:23][CH2:22][CH2:21]1)[CH:11]=[CH:10][CH:9]=2)=[O:4].[NH2:26][C@H:27]([C:29]([OH:31])=[O:30])[CH3:28].C[O-].[Na+]. Product: [CH:20]1([CH2:19][CH2:18][CH2:17][O:16][C:12]2[CH:11]=[CH:10][CH:9]=[C:8]3[C:13]=2[C:14]([OH:15])=[C:5]([C:3]([NH:26][C@@H:27]([CH3:28])[C:29]([OH:31])=[O:30])=[O:4])[C:6](=[O:25])[O:7]3)[CH2:24][CH2:23][CH2:22][CH2:21]1. The catalyst class is: 141.